This data is from Reaction yield outcomes from USPTO patents with 853,638 reactions. The task is: Predict the reaction yield, written as a fraction of the theoretical maximum amount of product (1.0 means a 100% yield; for example, 0.34 means a 34% yield). (1) The reactants are [C:1]([C@@H:4]([NH:12][C:13](=[O:22])[O:14]CC1C=CN=CC=1)[CH2:5][C:6]1[CH:11]=[CH:10][CH:9]=[CH:8][CH:7]=1)([OH:3])=O.[CH3:23]CN(C(C)C)C(C)C.CN(C(ON1N=[N:48][C:42]2[CH:43]=[CH:44][C:45](=[CH:47]C1=2)[Cl:46])=[N+](C)C)C.F[P-](F)(F)(F)(F)F.[NH:57]1[CH2:62][CH2:61][O:60][CH2:59][CH2:58]1.Cl.CCOCC. The catalyst is CN(C=O)C.C(#N)C. The product is [ClH:46].[N:48]1[CH:42]=[CH:43][C:44]([CH2:23][N:12]([C@@H:4]([CH2:5][C:6]2[CH:7]=[CH:8][CH:9]=[CH:10][CH:11]=2)[C:1]([N:57]2[CH2:62][CH2:61][O:60][CH2:59][CH2:58]2)=[O:3])[C:13](=[O:22])[OH:14])=[CH:45][CH:47]=1. The yield is 0.260. (2) The reactants are C(Cl)(=O)C(Cl)=O.[CH2:7]([O:9][C:10]([C@H:12]1[CH2:17][CH2:16][C@H:15]([N:18]2[C:22]([C:23]([F:26])([F:25])[F:24])=[C:21]([C:27]([OH:29])=O)[CH:20]=[N:19]2)[CH2:14][C:13]1([CH3:31])[CH3:30])=[O:11])[CH3:8].[Cl:32][C:33]1[CH:34]=[N:35][CH:36]=[C:37]([Cl:55])[C:38]=1[CH:39]([O:47][Si](CC)(CC)CC)[CH2:40][NH:41][CH2:42][C:43]([CH3:46])([CH3:45])[CH3:44].CCN(C(C)C)C(C)C.CCCC[N+](CCCC)(CCCC)CCCC.[F-].CC(OI1(OC(C)=O)(OC(C)=O)OC(=O)C2C=CC=CC1=2)=O. The product is [Cl:32][C:33]1[CH:34]=[N:35][CH:36]=[C:37]([Cl:55])[C:38]=1[C:39](=[O:47])[CH2:40][N:41]([CH2:42][C:43]([CH3:44])([CH3:46])[CH3:45])[C:27]([C:21]1[CH:20]=[N:19][N:18]([C@H:15]2[CH2:16][CH2:17][C@H:12]([C:10]([O:9][CH2:7][CH3:8])=[O:11])[C:13]([CH3:30])([CH3:31])[CH2:14]2)[C:22]=1[C:23]([F:24])([F:25])[F:26])=[O:29]. The yield is 0.800. The catalyst is CN(C=O)C.C1COCC1.C(Cl)Cl. (3) The reactants are Cl.[N+:2]([C:5]1[CH:12]=[CH:11][CH:10]=[C:9]([O:13][CH2:14][CH:15]2[CH2:19][CH2:18][NH:17][CH2:16]2)[C:6]=1[C:7]#[N:8])([O-:4])=[O:3].[C:20](Cl)(=[O:24])[CH2:21][CH2:22][CH3:23]. The yield is 1.00. No catalyst specified. The product is [N+:2]([C:5]1[CH:12]=[CH:11][CH:10]=[C:9]([O:13][CH2:14][CH:15]2[CH2:19][CH2:18][N:17]([C:20](=[O:24])[CH2:21][CH2:22][CH3:23])[CH2:16]2)[C:6]=1[C:7]#[N:8])([O-:4])=[O:3]. (4) The reactants are [CH2:1]([O:3][C:4](=[O:31])/[C:5](/[C:17]([CH:19]1[CH2:24][CH2:23][CH:22]([C:25]2[CH:30]=[CH:29][CH:28]=[CH:27][CH:26]=2)[CH2:21][CH2:20]1)=[O:18])=[CH:6]\[C:7]1[CH:12]=[CH:11][CH:10]=[C:9]([C:13]([F:16])([F:15])[F:14])[CH:8]=1)[CH3:2]. The catalyst is C(O)C.[Pd]. The product is [CH2:1]([O:3][C:4](=[O:31])[CH:5]([CH2:6][C:7]1[CH:12]=[CH:11][CH:10]=[C:9]([C:13]([F:15])([F:16])[F:14])[CH:8]=1)[C:17](=[O:18])[CH:19]1[CH2:24][CH2:23][CH:22]([C:25]2[CH:26]=[CH:27][CH:28]=[CH:29][CH:30]=2)[CH2:21][CH2:20]1)[CH3:2]. The yield is 0.700. (5) The reactants are Cl.[Br:2][C:3]1[CH:11]=[CH:10][CH:9]=[C:8]2[C:4]=1[CH2:5][CH2:6][C@@H:7]2[NH2:12].C(N(CC)CC)C.[C:20](O[C:20]([O:22][C:23]([CH3:26])([CH3:25])[CH3:24])=[O:21])([O:22][C:23]([CH3:26])([CH3:25])[CH3:24])=[O:21]. The catalyst is C(Cl)Cl. The product is [Br:2][C:3]1[CH:11]=[CH:10][CH:9]=[C:8]2[C:4]=1[CH2:5][CH2:6][C@@H:7]2[NH:12][C:20](=[O:21])[O:22][C:23]([CH3:26])([CH3:25])[CH3:24]. The yield is 0.700.